From a dataset of Catalyst prediction with 721,799 reactions and 888 catalyst types from USPTO. Predict which catalyst facilitates the given reaction. Reactant: C(NC(C)C)(C)C.C([Li])CCC.[CH3:13][O:14][C:15](=[O:25])[CH2:16][C:17]1[CH:22]=[CH:21][C:20]([Cl:23])=[C:19]([Cl:24])[CH:18]=1.I[CH2:27][CH:28]1[CH2:32][CH2:31][C:30]2([O:37][CH2:36][CH2:35][CH2:34][O:33]2)[CH2:29]1. Product: [CH3:13][O:14][C:15](=[O:25])[CH:16]([C:17]1[CH:22]=[CH:21][C:20]([Cl:23])=[C:19]([Cl:24])[CH:18]=1)[CH2:27][CH:28]1[CH2:32][CH2:31][C:30]2([O:33][CH2:34][CH2:35][CH2:36][O:37]2)[CH2:29]1. The catalyst class is: 544.